From a dataset of Full USPTO retrosynthesis dataset with 1.9M reactions from patents (1976-2016). Predict the reactants needed to synthesize the given product. (1) Given the product [CH3:1][O:2][C:3]1[N:8]=[CH:7][C:6]([C:9]2[N:17]3[C:12]([CH:13]=[N:14][C:15]([NH:19][C:20]4[CH:21]=[C:22]([CH:26]5[N:31]([CH3:32])[CH2:30][CH2:29][N:28]([CH3:33])[C:27]5=[O:34])[CH:23]=[CH:24][CH:25]=4)=[N:16]3)=[CH:11][CH:10]=2)=[CH:5][CH:4]=1, predict the reactants needed to synthesize it. The reactants are: [CH3:1][O:2][C:3]1[N:8]=[CH:7][C:6]([C:9]2[N:17]3[C:12]([CH:13]=[N:14][C:15](O)=[N:16]3)=[CH:11][CH:10]=2)=[CH:5][CH:4]=1.[NH2:19][C:20]1[CH:21]=[C:22]([CH:26]2[N:31]([CH3:32])[CH2:30][CH2:29][N:28]([CH3:33])[C:27]2=[O:34])[CH:23]=[CH:24][CH:25]=1. (2) The reactants are: [H-].[Na+].[C:3]([CH2:5]P(=O)(OCC)OCC)#[N:4].[CH3:14][C:15]1[O:16][C:17]2[C:26]3[C:25](=O)[CH2:24][CH2:23][C:22]=3[CH:21]=[CH:20][C:18]=2[N:19]=1.[Cl-].[NH4+]. Given the product [CH3:14][C:15]1[O:16][C:17]2[C:26]3[C:25](=[CH:5][C:3]#[N:4])[CH2:24][CH2:23][C:22]=3[CH:21]=[CH:20][C:18]=2[N:19]=1, predict the reactants needed to synthesize it. (3) Given the product [Br:1][C:2]1[CH:3]=[C:4]2[C:9](=[CH:10][CH:11]=1)[O:8][CH2:7][C:6]([CH3:12])([CH3:13])[C:5]2([CH:14]=[CH2:15])[NH2:16], predict the reactants needed to synthesize it. The reactants are: [Br:1][C:2]1[CH:3]=[C:4]2[C:9](=[CH:10][CH:11]=1)[O:8][CH2:7][C:6]([CH3:13])([CH3:12])[C:5]2([NH:16]S(C(C)(C)C)=O)[CH:14]=[CH2:15].Cl.[OH-].[K+]. (4) Given the product [C:1]1([C:7]2[CH:11]=[C:10]([C:12]3[CH:17]=[CH:16][CH:15]=[CH:14][CH:13]=3)[N:9]([C:18]3[CH:23]=[CH:22][N:21]=[C:20]([S:24]([CH3:25])(=[O:33])=[O:32])[N:19]=3)[N:8]=2)[CH:6]=[CH:5][CH:4]=[CH:3][CH:2]=1, predict the reactants needed to synthesize it. The reactants are: [C:1]1([C:7]2[CH:11]=[C:10]([C:12]3[CH:17]=[CH:16][CH:15]=[CH:14][CH:13]=3)[N:9]([C:18]3[CH:23]=[CH:22][N:21]=[C:20]([S:24][CH3:25])[N:19]=3)[N:8]=2)[CH:6]=[CH:5][CH:4]=[CH:3][CH:2]=1.OOS([O-])=O.[K+].[OH2:32].[OH2:33].O.C([O-])(=O)C.[Na+]. (5) Given the product [Cl:1][C:2]1[CH:3]=[CH:4][C:5]([S:8]([CH:11]([C:21]2[CH:26]=[C:25]([F:27])[CH:24]=[CH:23][C:22]=2[F:28])[C:12]2[CH:13]=[CH:14][C:15]([C:18]([NH:39][O:38][CH3:37])=[O:19])=[CH:16][N:17]=2)(=[O:10])=[O:9])=[CH:6][CH:7]=1, predict the reactants needed to synthesize it. The reactants are: [Cl:1][C:2]1[CH:7]=[CH:6][C:5]([S:8]([CH:11]([C:21]2[CH:26]=[C:25]([F:27])[CH:24]=[CH:23][C:22]=2[F:28])[C:12]2[N:17]=[CH:16][C:15]([C:18](O)=[O:19])=[CH:14][CH:13]=2)(=[O:10])=[O:9])=[CH:4][CH:3]=1.CN1CCOCC1.Cl.[CH3:37][O:38][NH2:39].Cl.C(N=C=NCCCN(C)C)C. (6) Given the product [CH2:8]([C:7]1[C:2]([NH2:1])=[N:3][C:4]([S:15][CH2:16][C:17]2[O:19][N:35]=[C:34]([CH:36]3[CH2:38][CH2:37]3)[N:33]=2)=[N:5][CH:6]=1)[C:9]1[CH:10]=[CH:11][CH:12]=[CH:13][CH:14]=1, predict the reactants needed to synthesize it. The reactants are: [NH2:1][C:2]1[C:7]([CH2:8][C:9]2[CH:14]=[CH:13][CH:12]=[CH:11][CH:10]=2)=[CH:6][N:5]=[C:4]([S:15][CH2:16][C:17]([OH:19])=O)[N:3]=1.C(N1C=CN=C1)(N1C=CN=C1)=O.O[NH:33][C:34]([CH:36]1[CH2:38][CH2:37]1)=[NH:35]. (7) Given the product [CH3:14][NH:8][C:3](=[N:4][N+:5]([O-:7])=[O:6])[O:2][CH3:1], predict the reactants needed to synthesize it. The reactants are: [CH3:1][O:2][C:3](=[NH:8])[NH:4][N+:5]([O-:7])=[O:6].[Cl-].[Na+].Cl.CN.[C:14](=O)([O-])O.[Na+].Cl. (8) Given the product [C:2](/[N:3]=[C:15](\[S:16][CH3:4])/[NH:14][C:12]1[CH:11]=[CH:10][C:9]([C:17]2[CH:22]=[CH:21][CH:20]=[CH:19][C:18]=2[Cl:23])=[C:8]([Cl:7])[CH:13]=1)#[N:1], predict the reactants needed to synthesize it. The reactants are: [N:1]#[C:2][NH2:3].[CH3:4][O-].[Na+].[Cl:7][C:8]1[CH:13]=[C:12]([N:14]=[C:15]=[S:16])[CH:11]=[CH:10][C:9]=1[C:17]1[CH:22]=[CH:21][CH:20]=[CH:19][C:18]=1[Cl:23].IC. (9) Given the product [Cl:33][C:34]1[CH:42]=[CH:41][C:37]([C:38]([NH:1][CH2:2][CH2:3][CH2:4][N:5]([CH2:10][C:11]2[CH:16]=[CH:15][CH:14]=[C:13]([C:17]3[CH:22]=[CH:21][N:20]=[C:19]([NH:23][CH2:24][CH2:25][C:26]4[CH:27]=[CH:28][C:29]([OH:32])=[CH:30][CH:31]=4)[N:18]=3)[CH:12]=2)[S:6]([CH3:9])(=[O:8])=[O:7])=[O:39])=[CH:36][CH:35]=1, predict the reactants needed to synthesize it. The reactants are: [NH2:1][CH2:2][CH2:3][CH2:4][N:5]([CH2:10][C:11]1[CH:16]=[CH:15][CH:14]=[C:13]([C:17]2[CH:22]=[CH:21][N:20]=[C:19]([NH:23][CH2:24][CH2:25][C:26]3[CH:31]=[CH:30][C:29]([OH:32])=[CH:28][CH:27]=3)[N:18]=2)[CH:12]=1)[S:6]([CH3:9])(=[O:8])=[O:7].[Cl:33][C:34]1[CH:42]=[CH:41][C:37]([C:38](O)=[O:39])=[CH:36][CH:35]=1.